This data is from Full USPTO retrosynthesis dataset with 1.9M reactions from patents (1976-2016). The task is: Predict the reactants needed to synthesize the given product. (1) The reactants are: Cl[CH2:2][CH2:3][S:4][C:5]1[CH:11]=[CH:10][CH:9]=[CH:8][C:6]=1[NH2:7].C(=O)([O-])[O-].[K+].[K+].[I-].[Na+]. Given the product [S:4]1[CH2:3][CH2:2][NH:7][C:6]2[CH:8]=[CH:9][CH:10]=[CH:11][C:5]1=2, predict the reactants needed to synthesize it. (2) Given the product [C@@H:6]1([O:24][C:25]2[C:29]([CH2:30][C:31]3[CH:36]=[CH:35][C:34]([O:37][CH2:38][CH2:39][NH:45][CH2:46][CH2:47][CH2:48][OH:49])=[CH:33][C:32]=3[CH3:41])=[C:28]([CH:42]([CH3:44])[CH3:43])[NH:27][N:26]=2)[O:7][C@H:8]([CH2:19][OH:20])[C@@H:9]([OH:15])[C@H:10]([OH:11])[C@H:5]1[OH:4], predict the reactants needed to synthesize it. The reactants are: C([O:4][C@@H:5]1[C@@H:10]([O:11]C(=O)C)[C@H:9]([O:15]C(=O)C)[C@@H:8]([CH2:19][O:20]C(=O)C)[O:7][C@H:6]1[O:24][C:25]1[C:29]([CH2:30][C:31]2[CH:36]=[CH:35][C:34]([O:37][CH2:38][CH2:39]O)=[CH:33][C:32]=2[CH3:41])=[C:28]([CH:42]([CH3:44])[CH3:43])[NH:27][N:26]=1)(=O)C.[NH2:45][CH2:46][CH2:47][CH2:48][OH:49].NC(C)(C)CO. (3) Given the product [NH:4]1[C:5]([C:6]2[CH:11]=[CH:10][CH:9]=[CH:8][C:7]=2[C:12]2[CH:17]=[CH:16][C:15]([CH:18]=[O:19])=[CH:14][CH:13]=2)=[N:1][N:2]=[N:3]1, predict the reactants needed to synthesize it. The reactants are: [NH:1]1[C:5]([C:6]2[CH:11]=[CH:10][CH:9]=[CH:8][C:7]=2[C:12]2[CH:17]=[CH:16][C:15]([CH2:18][OH:19])=[CH:14][CH:13]=2)=[N:4][N:3]=[N:2]1.C(N(CC)CC)C.Cl.